This data is from Forward reaction prediction with 1.9M reactions from USPTO patents (1976-2016). The task is: Predict the product of the given reaction. (1) Given the reactants C([NH:4][C:5]1[CH:6]=[C:7]([N:16]2[CH2:21][CH2:20][N:19]([C:22]([O:24][C:25]([CH3:28])([CH3:27])[CH3:26])=[O:23])[CH2:18][CH2:17]2)[CH:8]=[CH:9][C:10]=1[CH2:11][NH:12]C(=O)C)(=O)C.[OH-].[K+], predict the reaction product. The product is: [NH2:4][C:5]1[CH:6]=[C:7]([N:16]2[CH2:17][CH2:18][N:19]([C:22]([O:24][C:25]([CH3:28])([CH3:27])[CH3:26])=[O:23])[CH2:20][CH2:21]2)[CH:8]=[CH:9][C:10]=1[CH2:11][NH2:12]. (2) Given the reactants [CH2:1]([O:3][C:4](=[O:16])[C:5]1[CH:10]=[C:9]([F:11])[CH:8]=[C:7](F)[C:6]=1[N+:13]([O-:15])=[O:14])[CH3:2].C(=O)([O-])[O-].[NH4+:21].[NH4+].O, predict the reaction product. The product is: [CH2:1]([O:3][C:4](=[O:16])[C:5]1[CH:10]=[C:9]([F:11])[CH:8]=[C:7]([NH2:21])[C:6]=1[N+:13]([O-:15])=[O:14])[CH3:2]. (3) Given the reactants [C:1]([NH:8][C@H:9]([C:14]([OH:16])=O)[C:10]([CH3:13])([CH3:12])[CH3:11])([O:3][C:4]([CH3:7])([CH3:6])[CH3:5])=[O:2].C1C=CC2N(O)N=NC=2C=1.C(Cl)CCl.Cl.[CH3:32][O:33][C:34](=[O:41])[C@@H:35]1[CH2:39][C@@H:38]([OH:40])[CH2:37][NH:36]1.CN1CCOCC1, predict the reaction product. The product is: [CH3:32][O:33][C:34]([CH:35]1[CH2:39][CH:38]([OH:40])[CH2:37][N:36]1[C:14](=[O:16])[CH:9]([NH:8][C:1]([O:3][C:4]([CH3:5])([CH3:6])[CH3:7])=[O:2])[C:10]([CH3:11])([CH3:12])[CH3:13])=[O:41]. (4) Given the reactants [CH2:1]([S:4][CH2:5][C:6]1[C:15]2[C:10](=[CH:11][CH:12]=[C:13]([C:16]3[CH:21]=[CH:20][CH:19]=[C:18]([O:22][CH3:23])[C:17]=3[O:24][CH3:25])[CH:14]=2)[NH:9][C:8]([CH3:27])([CH3:26])[CH:7]=1)[CH:2]=[CH2:3].BrC[C:30]1[C:39]2C(=CC=C(C3C=CC=C(OC)C=3OC)[CH:38]=2)N[C:32](C)(C)[CH:31]=1.C(S)C=C, predict the reaction product. The product is: [CH3:25][O:24][C:17]1[C:18]([O:22][CH3:23])=[CH:19][CH:20]=[CH:21][C:16]=1[C:13]1[CH:14]=[C:15]2[C:10](=[CH:11][CH:12]=1)[NH:9][C:8]([CH3:27])([CH3:26])[CH:7]=[C:6]2[CH2:5][S:4][CH2:1][CH2:2][C:3]1[CH:38]=[CH:39][CH:30]=[CH:31][CH:32]=1. (5) Given the reactants C([O:5][C:6](=[O:31])[C:7]1[CH:12]=[CH:11][C:10]([C:13]2[CH2:17][C:16]([C:26]([Cl:29])([F:28])[F:27])([C:18]3[CH:23]=[C:22]([Cl:24])[CH:21]=[C:20]([Cl:25])[CH:19]=3)[O:15][N:14]=2)=[CH:9][C:8]=1[CH3:30])(C)(C)C.FC(CC(O)=O)(F)F, predict the reaction product. The product is: [Cl:29][C:26]([F:27])([F:28])[C:16]1([C:18]2[CH:23]=[C:22]([Cl:24])[CH:21]=[C:20]([Cl:25])[CH:19]=2)[O:15][N:14]=[C:13]([C:10]2[CH:11]=[CH:12][C:7]([C:6]([OH:31])=[O:5])=[C:8]([CH3:30])[CH:9]=2)[CH2:17]1. (6) Given the reactants [Cl:1][C:2]1[CH:7]=[CH:6][C:5]([S:8][CH2:9][C:10]2[CH:18]=[CH:17][C:13]([C:14](O)=[O:15])=[CH:12][CH:11]=2)=[C:4]([NH:19][S:20]([C:23]2[CH:28]=[CH:27][C:26]([Cl:29])=[C:25]([C:30]([F:33])([F:32])[F:31])[CH:24]=2)(=[O:22])=[O:21])[CH:3]=1.[C:34]([O:38][C:39](=[O:42])[CH2:40][NH2:41])([CH3:37])([CH3:36])[CH3:35].CN1CCOCC1.C(Cl)CCl, predict the reaction product. The product is: [Cl:1][C:2]1[CH:7]=[CH:6][C:5]([S:8][CH2:9][C:10]2[CH:11]=[CH:12][C:13]([C:14]([NH:41][CH2:40][C:39]([O:38][C:34]([CH3:37])([CH3:36])[CH3:35])=[O:42])=[O:15])=[CH:17][CH:18]=2)=[C:4]([NH:19][S:20]([C:23]2[CH:28]=[CH:27][C:26]([Cl:29])=[C:25]([C:30]([F:31])([F:32])[F:33])[CH:24]=2)(=[O:21])=[O:22])[CH:3]=1. (7) The product is: [C:25]1([CH:9]2[CH2:10][C:11]3([CH2:16][CH2:15][S:14][C:13]([NH2:17])=[N:12]3)[C:4]3[C:5](=[CH:6][CH:7]=[C:2]([C:37]4[CH:36]=[N:32][CH:31]=[CH:33][CH:38]=4)[CH:3]=3)[O:8]2)[CH:30]=[CH:29][CH:28]=[CH:27][CH:26]=1. Given the reactants Br[C:2]1[CH:3]=[C:4]2[C:11]3([CH2:16][CH2:15][S:14][C:13]([NH:17]C(=O)OC(C)(C)C)=[N:12]3)[CH2:10][CH:9]([C:25]3[CH:30]=[CH:29][CH:28]=[CH:27][CH:26]=3)[O:8][C:5]2=[CH:6][CH:7]=1.[C:31]([C:33]1C=C(B(O)O)[CH:36]=[CH:37][CH:38]=1)#[N:32].C([O-])([O-])=O.[Cs+].[Cs+], predict the reaction product. (8) The product is: [C:18]([O:22][C:23]([N:9]1[CH2:8][CH2:7][NH:6][C@@H:5]([C:1]([CH3:4])([CH3:3])[CH3:2])[CH2:10]1)=[O:24])([CH3:21])([CH3:20])[CH3:19]. Given the reactants [C:1]([C@H:5]1[CH2:10][NH:9][CH2:8][CH2:7][NH:6]1)([CH3:4])([CH3:3])[CH3:2].C(N(CC)CC)C.[C:18]([O:22][C:23](O[C:23]([O:22][C:18]([CH3:21])([CH3:20])[CH3:19])=[O:24])=[O:24])([CH3:21])([CH3:20])[CH3:19], predict the reaction product. (9) Given the reactants Br[C:2]1[CH:7]=[CH:6][N:5]2[C:8]([C:11]([NH:13][C:14]3[CH:15]=[C:16]([CH:21]=[CH:22][C:23]=3[F:24])[C:17]([O:19]C)=[O:18])=[O:12])=[CH:9][N:10]=[C:4]2[CH:3]=1.[CH3:25][N:26]1[CH:30]=[C:29](B(O)O)[CH:28]=[N:27]1.C(Cl)Cl.C(=O)([O-])[O-].[Cs+].[Cs+].C(=O)([O-])[O-].[Na+].[Na+], predict the reaction product. The product is: [F:24][C:23]1[CH:22]=[CH:21][C:16]([C:17]([OH:19])=[O:18])=[CH:15][C:14]=1[NH:13][C:11]([C:8]1[N:5]2[CH:6]=[CH:7][C:2]([C:29]3[CH:28]=[N:27][N:26]([CH3:25])[CH:30]=3)=[CH:3][C:4]2=[N:10][CH:9]=1)=[O:12]. (10) Given the reactants [C:1]([O:4][CH2:5][CH:6]1[CH2:10][CH2:9][N:8]([C:11]2[C:16](/[CH:17]=[C:18](\[CH3:26])/[C:19]([O:21][C:22]([CH3:25])([CH3:24])[CH3:23])=[O:20])=[CH:15][C:14](Br)=[CH:13][N:12]=2)[CH2:7]1)(=[O:3])[CH3:2].[CH2:28]([O:32][CH2:33][CH2:34][O:35][C:36]1[CH:41]=[CH:40][C:39](OB(O)O)=[CH:38][CH:37]=1)[CH2:29][CH2:30][CH3:31].C(=O)([O-])[O-].[K+].[K+], predict the reaction product. The product is: [C:1]([O:4][CH2:5][CH:6]1[CH2:10][CH2:9][N:8]([C:11]2[C:16](/[CH:17]=[C:18](\[CH3:26])/[C:19]([O:21][C:22]([CH3:25])([CH3:24])[CH3:23])=[O:20])=[CH:15][C:14]([C:39]3[CH:40]=[CH:41][C:36]([O:35][CH2:34][CH2:33][O:32][CH2:28][CH2:29][CH2:30][CH3:31])=[CH:37][CH:38]=3)=[CH:13][N:12]=2)[CH2:7]1)(=[O:3])[CH3:2].